Dataset: Catalyst prediction with 721,799 reactions and 888 catalyst types from USPTO. Task: Predict which catalyst facilitates the given reaction. (1) Reactant: [CH2:1]([O:3][C:4]([C:6]1[CH:11]=[C:10]([C:12]2[N:13]=[C:14]([C:17]3[CH:22]=[CH:21][N:20]=[CH:19][CH:18]=3)[S:15][CH:16]=2)[C:9](=[O:23])[NH:8][C:7]=1[CH2:24][CH2:25][O:26]CC1C=CC=CC=1)=[O:5])[CH3:2].B(Cl)(Cl)Cl. Product: [CH2:1]([O:3][C:4]([C:6]1[CH:11]=[C:10]([C:12]2[N:13]=[C:14]([C:17]3[CH:18]=[CH:19][N:20]=[CH:21][CH:22]=3)[S:15][CH:16]=2)[C:9](=[O:23])[NH:8][C:7]=1[CH2:24][CH2:25][OH:26])=[O:5])[CH3:2]. The catalyst class is: 2. (2) Reactant: Cl[C:2]1[N:7]=[C:6]([NH:8][CH2:9][CH2:10][N:11]([CH3:13])[CH3:12])[N:5]=[C:4]2[N:14]([C:19]3[C:24]([F:25])=[CH:23][CH:22]=[CH:21][C:20]=3[F:26])[C:15](=[O:18])[NH:16][CH2:17][C:3]=12.O.C(=O)([O-])[O-].[K+].[K+].CC1(C)C(C)(C)OB([C:42]2[CH:43]=[C:44]([CH:48]=[CH:49][CH:50]=2)[C:45]([OH:47])=[O:46])O1. Product: [F:26][C:20]1[CH:21]=[CH:22][CH:23]=[C:24]([F:25])[C:19]=1[N:14]1[C:4]2[N:5]=[C:6]([NH:8][CH2:9][CH2:10][N:11]([CH3:13])[CH3:12])[N:7]=[C:2]([C:42]3[CH:43]=[C:44]([CH:48]=[CH:49][CH:50]=3)[C:45]([OH:47])=[O:46])[C:3]=2[CH2:17][NH:16][C:15]1=[O:18]. The catalyst class is: 77. (3) The catalyst class is: 8. Product: [Br:1][C:2]1[CH:9]=[CH:8][C:5]([CH2:6][C:11]#[N:12])=[CH:4][C:3]=1[F:10]. Reactant: [Br:1][C:2]1[CH:9]=[CH:8][C:5]([CH2:6]Br)=[CH:4][C:3]=1[F:10].[C-:11]#[N:12].[Na+]. (4) Reactant: [NH:1]1[CH:5]=[CH:4][C:3]([C:6]2[N:7]=[N+:8]([O-])[C:9]3[CH:15]=[CH:14][CH:13]=[CH:12][C:10]=3[N:11]=2)=[N:2]1. Product: [NH:1]1[CH:5]=[CH:4][C:3]([C:6]2[N:7]=[N:8][C:9]3[CH:15]=[CH:14][CH:13]=[CH:12][C:10]=3[N:11]=2)=[N:2]1. The catalyst class is: 19. (5) Reactant: [NH2:1][C:2]1[C:6]2[C:7](=[O:18])[N:8]([C:11]3[CH:16]=[CH:15][N:14]=[CH:13][C:12]=3[Cl:17])[CH:9]=[CH:10][C:5]=2[NH:4][N:3]=1.[Br:19]Br. Product: [BrH:19].[NH2:1][C:2]1[C:6]2[C:7](=[O:18])[N:8]([C:11]3[CH:16]=[CH:15][N:14]=[CH:13][C:12]=3[Cl:17])[CH:9]=[C:10]([Br:19])[C:5]=2[NH:4][N:3]=1. The catalyst class is: 15. (6) Reactant: [Br:1][C:2]1[CH:7]=[CH:6][C:5]([S:8]([N:11]2[C:17]3[CH:18]=[CH:19][CH:20]=[CH:21][C:16]=3[CH2:15][N:14]3[CH:22]=[CH:23][CH:24]=[C:13]3[CH2:12]2)(=[O:10])=[O:9])=[CH:4][CH:3]=1.CN(C)C1C=CC=CC=1.[Cl:34][C:35]([Cl:40])([Cl:39])[C:36](Cl)=[O:37]. Product: [Br:1][C:2]1[CH:3]=[CH:4][C:5]([S:8]([N:11]2[C:17]3[CH:18]=[CH:19][CH:20]=[CH:21][C:16]=3[CH2:15][N:14]3[C:22]([C:36](=[O:37])[C:35]([Cl:40])([Cl:39])[Cl:34])=[CH:23][CH:24]=[C:13]3[CH2:12]2)(=[O:9])=[O:10])=[CH:6][CH:7]=1. The catalyst class is: 4. (7) Reactant: [Br:1][C:2]1[CH:3]=[CH:4][C:5]([O:21][CH3:22])=[C:6]([S:8]([NH:11][C:12]2[CH:13]=[N:14][C:15]([N+:18]([O-])=O)=[CH:16][CH:17]=2)(=[O:10])=[O:9])[CH:7]=1.Cl[Sn]Cl.O. Product: [Br:1][C:2]1[CH:3]=[CH:4][C:5]([O:21][CH3:22])=[C:6]([S:8]([NH:11][C:12]2[CH:13]=[N:14][C:15]([NH2:18])=[CH:16][CH:17]=2)(=[O:9])=[O:10])[CH:7]=1. The catalyst class is: 5.